From a dataset of Full USPTO retrosynthesis dataset with 1.9M reactions from patents (1976-2016). Predict the reactants needed to synthesize the given product. (1) Given the product [CH2:1]([O:3][C:4](=[O:39])[CH2:5][CH2:6][CH2:7][O:8][C:9]1[CH:14]=[CH:13][CH:12]=[C:11]([CH2:15][CH2:16][CH2:17][CH2:18][CH2:19][CH2:20][O:21][C:22]2[CH:27]=[C:26]([C:45]3[CH:44]=[CH:43][C:42]4[O:41][CH2:40][O:48][C:47]=4[CH:46]=3)[CH:25]=[C:24]([C:29](=[O:31])[CH3:30])[CH:23]=2)[C:10]=1[CH2:32][CH2:33][C:34]([O:36][CH2:37][CH3:38])=[O:35])[CH3:2], predict the reactants needed to synthesize it. The reactants are: [CH2:1]([O:3][C:4](=[O:39])[CH2:5][CH2:6][CH2:7][O:8][C:9]1[CH:14]=[CH:13][CH:12]=[C:11]([CH2:15][CH2:16][CH2:17][CH2:18][CH2:19][CH2:20][O:21][C:22]2[CH:27]=[C:26](Br)[CH:25]=[C:24]([C:29](=[O:31])[CH3:30])[CH:23]=2)[C:10]=1[CH2:32][CH2:33][C:34]([O:36][CH2:37][CH3:38])=[O:35])[CH3:2].[CH2:40]1[O:48][C:47]2[CH:46]=[CH:45][C:44](B(O)O)=[CH:43][C:42]=2[O:41]1.C(=O)([O-])[O-].[Cs+].[Cs+]. (2) Given the product [CH3:16][S:3][C:4]1[S:5][C:6]2[CH:12]=[C:11]([N+:13]([O-:15])=[O:14])[CH:10]=[CH:9][C:7]=2[N:8]=1, predict the reactants needed to synthesize it. The reactants are: [H-].[Na+].[SH:3][C:4]1[S:5][C:6]2[CH:12]=[C:11]([N+:13]([O-:15])=[O:14])[CH:10]=[CH:9][C:7]=2[N:8]=1.[CH3:16]N(C=O)C. (3) The reactants are: [CH2:1]([O:3][C:4]1[CH:9]=[CH:8][CH:7]=[CH:6][C:5]=1[C:10]1[CH:15]=[CH:14][CH:13]=[CH:12][C:11]=1[C:16]1[N:20]([C:21]2[CH:26]=[CH:25][CH:24]=[CH:23][C:22]=2[F:27])[N:19]=[N:18][N:17]=1)[CH3:2].Cl[CH2:29][CH:30]1CC1. Given the product [CH:2]1([CH2:1][O:3][C:4]2[CH:9]=[CH:8][CH:7]=[CH:6][C:5]=2[C:10]2[CH:15]=[CH:14][CH:13]=[CH:12][C:11]=2[C:16]2[N:20]([C:21]3[CH:26]=[CH:25][CH:24]=[CH:23][C:22]=3[F:27])[N:19]=[N:18][N:17]=2)[CH2:30][CH2:29]1, predict the reactants needed to synthesize it.